From a dataset of Catalyst prediction with 721,799 reactions and 888 catalyst types from USPTO. Predict which catalyst facilitates the given reaction. (1) Reactant: [OH-].[Na+].[CH2:3]([O:10][C:11]1[C:16]([C:17]([O:19]CC)=[O:18])=[C:15]([CH3:22])[C:14]([C:23]#[N:24])=[CH:13][CH:12]=1)[C:4]1[CH:9]=[CH:8][CH:7]=[CH:6][CH:5]=1. Product: [CH2:3]([O:10][C:11]1[C:16]([C:17]([OH:19])=[O:18])=[C:15]([CH3:22])[C:14]([C:23]#[N:24])=[CH:13][CH:12]=1)[C:4]1[CH:5]=[CH:6][CH:7]=[CH:8][CH:9]=1. The catalyst class is: 92. (2) Reactant: [O:1]1[CH2:6][CH2:5][N:4]([C:7]2[CH:12]=[CH:11][C:10]([C:13]3[NH:36][C:16]4[N:17]=[CH:18][N:19]=[C:20]([C:21]5[CH:22]=[CH:23][C:24]([O:29][CH:30]6[CH2:35][CH2:34][NH:33][CH2:32][CH2:31]6)=[C:25]([CH:28]=5)[C:26]#[N:27])[C:15]=4[CH:14]=3)=[CH:9][CH:8]=2)[CH2:3][CH2:2]1.[C:37](O)(=[O:40])[CH2:38][OH:39].CN(C(ON1N=NC2C=CC=NC1=2)=[N+](C)C)C.F[P-](F)(F)(F)(F)F.CCN(C(C)C)C(C)C. Product: [OH:40][CH2:37][C:38]([N:33]1[CH2:34][CH2:35][CH:30]([O:29][C:24]2[CH:23]=[CH:22][C:21]([C:20]3[C:15]4[CH:14]=[C:13]([C:10]5[CH:9]=[CH:8][C:7]([N:4]6[CH2:5][CH2:6][O:1][CH2:2][CH2:3]6)=[CH:12][CH:11]=5)[NH:36][C:16]=4[N:17]=[CH:18][N:19]=3)=[CH:28][C:25]=2[C:26]#[N:27])[CH2:31][CH2:32]1)=[O:39]. The catalyst class is: 18. (3) Reactant: [Br:1][C:2]1[CH:10]=[CH:9][C:5]([C:6](Cl)=[O:7])=[CH:4][CH:3]=1.[CH2:11]([N:18]1[C:23](=[O:24])[C:22]2[CH:25]=[CH:26][O:27][C:21]=2[N:20]=[C:19]1[CH:28]([NH:31][CH2:32][CH2:33][N:34]([CH3:36])[CH3:35])[CH2:29][CH3:30])[C:12]1[CH:17]=[CH:16][CH:15]=[CH:14][CH:13]=1.C(N(CC)C(C)C)(C)C. Product: [CH2:11]([N:18]1[C:23](=[O:24])[C:22]2[CH:25]=[CH:26][O:27][C:21]=2[N:20]=[C:19]1[CH:28]([N:31]([CH2:32][CH2:33][N:34]([CH3:36])[CH3:35])[C:6](=[O:7])[C:5]1[CH:9]=[CH:10][C:2]([Br:1])=[CH:3][CH:4]=1)[CH2:29][CH3:30])[C:12]1[CH:13]=[CH:14][CH:15]=[CH:16][CH:17]=1. The catalyst class is: 4. (4) Reactant: [C:1]([C:3]1[C@@H:8]([C:9]2[CH:14]=[CH:13][C:12]([C:15]#[N:16])=[CH:11][C:10]=2[S:17]([CH3:20])(=[O:19])=[O:18])[N:7]([CH2:21][C:22](O)=[O:23])[C:6](=[O:25])[N:5]([C:26]2[CH:31]=[CH:30][CH:29]=[C:28]([C:32]([F:35])([F:34])[F:33])[CH:27]=2)[C:4]=1[CH3:36])#[N:2].CN(C(ON1N=NC2C=CC=NC1=2)=[N+](C)C)C.F[P-](F)(F)(F)(F)F.[NH2:61][CH2:62][CH2:63][OH:64].C(N(CC)C(C)C)(C)C. Product: [C:1]([C:3]1[C@@H:8]([C:9]2[CH:14]=[CH:13][C:12]([C:15]#[N:16])=[CH:11][C:10]=2[S:17]([CH3:20])(=[O:18])=[O:19])[N:7]([CH2:21][C:22]([NH:61][CH2:62][CH2:63][OH:64])=[O:23])[C:6](=[O:25])[N:5]([C:26]2[CH:31]=[CH:30][CH:29]=[C:28]([C:32]([F:34])([F:33])[F:35])[CH:27]=2)[C:4]=1[CH3:36])#[N:2]. The catalyst class is: 3.